This data is from Full USPTO retrosynthesis dataset with 1.9M reactions from patents (1976-2016). The task is: Predict the reactants needed to synthesize the given product. (1) Given the product [ClH:20].[NH2:12][CH2:11][C@@:4]1([CH:1]2[CH2:2][CH2:3]2)[NH:5][C:6](=[O:10])[NH:7][C:8]1=[O:9], predict the reactants needed to synthesize it. The reactants are: [CH:1]1([C@@:4]2([CH2:11][NH:12]C(=O)OC(C)(C)C)[C:8](=[O:9])[NH:7][C:6](=[O:10])[NH:5]2)[CH2:3][CH2:2]1.[ClH:20]. (2) Given the product [C:20]([C:19]1[CH:22]=[CH:23][C:16]([CH2:15][N:14]([CH2:13][CH2:12][O:11][CH3:10])[CH2:2][C:3]([O:5][C:6]([CH3:9])([CH3:8])[CH3:7])=[O:4])=[CH:17][CH:18]=1)#[N:21], predict the reactants needed to synthesize it. The reactants are: Br[CH2:2][C:3]([O:5][C:6]([CH3:9])([CH3:8])[CH3:7])=[O:4].[CH3:10][O:11][CH2:12][CH2:13][NH:14][CH2:15][C:16]1[CH:23]=[CH:22][C:19]([C:20]#[N:21])=[CH:18][CH:17]=1.C([O-])([O-])=O.[K+].[K+].